From a dataset of Peptide-MHC class I binding affinity with 185,985 pairs from IEDB/IMGT. Regression. Given a peptide amino acid sequence and an MHC pseudo amino acid sequence, predict their binding affinity value. This is MHC class I binding data. (1) The peptide sequence is YRLELGDYKL. The MHC is Mamu-B08 with pseudo-sequence Mamu-B08. The binding affinity (normalized) is 0.652. (2) The binding affinity (normalized) is 0.455. The peptide sequence is MMMSTAVAF. The MHC is HLA-B40:13 with pseudo-sequence YHTKYREIFTNTYENIAYLSYNYYTWAVLAYEWY. (3) The peptide sequence is HLKEKSSLR. The MHC is HLA-A02:01 with pseudo-sequence HLA-A02:01. The binding affinity (normalized) is 0.0847. (4) The peptide sequence is KECVDGTLL. The MHC is HLA-B27:05 with pseudo-sequence HLA-B27:05. The binding affinity (normalized) is 0.0847. (5) The peptide sequence is LNASYITPYV. The MHC is HLA-A02:06 with pseudo-sequence HLA-A02:06. The binding affinity (normalized) is 0.664. (6) The peptide sequence is TQRKKTLGF. The MHC is HLA-A69:01 with pseudo-sequence HLA-A69:01. The binding affinity (normalized) is 0.0847. (7) The peptide sequence is FLAAECPFL. The MHC is HLA-B15:17 with pseudo-sequence HLA-B15:17. The binding affinity (normalized) is 0.0847. (8) The peptide sequence is YEFRRVKSY. The MHC is HLA-B40:01 with pseudo-sequence HLA-B40:01. The binding affinity (normalized) is 0.303. (9) The peptide sequence is RTSKAPLER. The MHC is HLA-B54:01 with pseudo-sequence HLA-B54:01. The binding affinity (normalized) is 0.